This data is from Full USPTO retrosynthesis dataset with 1.9M reactions from patents (1976-2016). The task is: Predict the reactants needed to synthesize the given product. (1) Given the product [CH3:36][O:35][C:32]1[CH:33]=[C:34]2[C:29](=[CH:30][C:31]=1[O:37][CH3:38])[N:28]=[CH:27][CH:26]=[C:25]2[O:22][C:16]1[C:17]([CH3:21])=[C:18]2[C:13](=[CH:14][CH:15]=1)[CH:12]=[C:11]([NH2:10])[CH:20]=[CH:19]2, predict the reactants needed to synthesize it. The reactants are: C(OC(=O)[NH:10][C:11]1[CH:20]=[CH:19][C:18]2[C:13](=[CH:14][CH:15]=[C:16]([OH:22])[C:17]=2[CH3:21])[CH:12]=1)C1C=CC=CC=1.Cl[C:25]1[C:34]2[C:29](=[CH:30][C:31]([O:37][CH3:38])=[C:32]([O:35][CH3:36])[CH:33]=2)[N:28]=[CH:27][CH:26]=1.C([O-])([O-])=O.[K+].[K+]. (2) Given the product [CH3:1][Si:2]([CH3:7])([CH3:6])[CH2:3][CH2:4][O:5][C:11]1[CH:18]=[N:17][CH:16]=[CH:15][C:12]=1[C:13]#[N:14], predict the reactants needed to synthesize it. The reactants are: [CH3:1][Si:2]([CH3:7])([CH3:6])[CH2:3][CH2:4][OH:5].[H-].[Na+].Cl[C:11]1[CH:18]=[N:17][CH:16]=[CH:15][C:12]=1[C:13]#[N:14].[Cl-].[NH4+].